Dataset: Catalyst prediction with 721,799 reactions and 888 catalyst types from USPTO. Task: Predict which catalyst facilitates the given reaction. (1) Reactant: [CH2:1]([O:3][C:4]1[C:13]([NH:14][S:15]([NH:18]C(=O)OC(C)(C)C)(=[O:17])=[O:16])=[C:12]2[C:7]([C:8]([C:26](=[O:39])[C:27]3[CH:32]=[C:31]([O:33][CH3:34])[C:30]([O:35][CH3:36])=[C:29]([O:37][CH3:38])[CH:28]=3)=[CH:9][N:10]=[CH:11]2)=[CH:6][CH:5]=1)[CH3:2].C(O)(C(F)(F)F)=O. Product: [CH2:1]([O:3][C:4]1[C:13]([NH:14][S:15]([NH2:18])(=[O:17])=[O:16])=[C:12]2[C:7]([C:8]([C:26](=[O:39])[C:27]3[CH:32]=[C:31]([O:33][CH3:34])[C:30]([O:35][CH3:36])=[C:29]([O:37][CH3:38])[CH:28]=3)=[CH:9][N:10]=[CH:11]2)=[CH:6][CH:5]=1)[CH3:2]. The catalyst class is: 2. (2) Reactant: Cl.[CH3:2][C:3]1[CH:27]=[CH:26][C:6]([C:7]([NH:9][C:10]2[CH:15]=[C:14]([C:16]([F:19])([F:18])[F:17])[CH:13]=[C:12]([N:20]3[CH:24]=[C:23]([CH3:25])[N:22]=[CH:21]3)[CH:11]=2)=[O:8])=[CH:5][C:4]=1[NH:28][C:29]1[N:34]=[C:33]([C:35]2[CH:36]=[N:37][CH:38]=[CH:39][CH:40]=2)[CH:32]=[CH:31][N:30]=1. Product: [CH3:2][C:3]1[CH:27]=[CH:26][C:6]([C:7]([NH:9][C:10]2[CH:15]=[C:14]([C:16]([F:17])([F:18])[F:19])[CH:13]=[C:12]([N:20]3[CH:24]=[C:23]([CH3:25])[N:22]=[CH:21]3)[CH:11]=2)=[O:8])=[CH:5][C:4]=1[NH:28][C:29]1[N:34]=[C:33]([C:35]2[CH:36]=[N:37][CH:38]=[CH:39][CH:40]=2)[CH:32]=[CH:31][N:30]=1. The catalyst class is: 5.